From a dataset of Reaction yield outcomes from USPTO patents with 853,638 reactions. Predict the reaction yield, written as a fraction of the theoretical maximum amount of product (1.0 means a 100% yield; for example, 0.34 means a 34% yield). (1) The reactants are [Cl:1][C:2]1[CH:3]=[CH:4][C:5]([NH:12][C:13](=[O:22])[C:14]2[CH:19]=[CH:18][CH:17]=[C:16]([CH2:20]Cl)[CH:15]=2)=[C:6]([CH:11]=1)[C:7]([O:9][CH3:10])=[O:8].C(N(CC)CC)C.[Na+].[SH:31][CH2:32][CH2:33][S:34]([O-:37])(=[O:36])=[O:35].COC1C=C(C=CC=1OC)C(Cl)=O. The catalyst is C(Cl)Cl. The product is [CH3:10][O:9][C:7](=[O:8])[C:6]1[CH:11]=[C:2]([Cl:1])[CH:3]=[CH:4][C:5]=1[NH:12][C:13](=[O:22])[C:14]1[CH:19]=[CH:18][CH:17]=[C:16]([CH2:20][S:31][CH2:32][CH2:33][S:34]([OH:37])(=[O:36])=[O:35])[CH:15]=1. The yield is 0.461. (2) The reactants are [N:1]([CH2:4][CH2:5][NH:6][C:7](=[O:21])[CH2:8][CH2:9][CH2:10][CH2:11]CCCCCCCCC)=[N+:2]=[N-:3].[N:22](CCN)=[N+]=[N-].C(N(CC)CC)C. The catalyst is ClCCl. The product is [N:1]([CH2:4][CH2:5][NH:6][C:7]([C:8]1[NH:22][CH:11]=[CH:10][CH:9]=1)=[O:21])=[N+:2]=[N-:3]. The yield is 0.660. (3) The reactants are [Si]([O:18][CH2:19][C:20]1[CH:25]=[CH:24][CH:23]=[CH:22][C:21]=1[CH:26]([S:33]([C:36]1[CH:41]=[CH:40][C:39]([Cl:42])=[CH:38][CH:37]=1)(=[O:35])=[O:34])[CH2:27][CH2:28][CH2:29][CH2:30][CH2:31][OH:32])(C(C)(C)C)(C1C=CC=CC=1)C1C=CC=CC=1.[F-].C([N+](CCCC)(CCCC)CCCC)CCC.O.CO. The catalyst is O1CCCC1. The product is [Cl:42][C:39]1[CH:40]=[CH:41][C:36]([S:33]([CH:26]([C:21]2[CH:22]=[CH:23][CH:24]=[CH:25][C:20]=2[CH2:19][OH:18])[CH2:27][CH2:28][CH2:29][CH2:30][CH2:31][OH:32])(=[O:35])=[O:34])=[CH:37][CH:38]=1. The yield is 0.700.